This data is from Catalyst prediction with 721,799 reactions and 888 catalyst types from USPTO. The task is: Predict which catalyst facilitates the given reaction. Reactant: [CH2:1]([O:8][C:9]1[CH:18]=[CH:17][CH:16]=[C:15]2[C:10]=1[CH2:11][CH2:12][CH:13]([C:20]([O:22][CH3:23])=[O:21])[CH:14]2O)[C:2]1[CH:7]=[CH:6][CH:5]=[CH:4][CH:3]=1.C1(C)C=CC(S(Cl)(=O)=O)=CC=1. Product: [CH2:1]([O:8][C:9]1[CH:18]=[CH:17][CH:16]=[C:15]2[C:10]=1[CH2:11][CH2:12][C:13]([C:20]([O:22][CH3:23])=[O:21])=[CH:14]2)[C:2]1[CH:3]=[CH:4][CH:5]=[CH:6][CH:7]=1. The catalyst class is: 17.